Dataset: Full USPTO retrosynthesis dataset with 1.9M reactions from patents (1976-2016). Task: Predict the reactants needed to synthesize the given product. (1) Given the product [CH3:22][C:24]1[C:29]([NH:19][CH2:18][CH:15]2[CH2:14][CH2:13][N:12]([S:9]([CH2:8][CH2:7][C:1]3[CH:6]=[CH:5][CH:4]=[CH:3][CH:2]=3)(=[O:10])=[O:11])[CH2:17][CH2:16]2)=[N:28][CH:27]=[CH:26][N:25]=1, predict the reactants needed to synthesize it. The reactants are: [C:1]1([CH2:7][CH2:8][S:9]([N:12]2[CH2:17][CH2:16][CH:15]([CH2:18][NH2:19])[CH2:14][CH2:13]2)(=[O:11])=[O:10])[CH:6]=[CH:5][CH:4]=[CH:3][CH:2]=1.CO[C:22]([C:24]1[C:29](Br)=[N:28][CH:27]=[CH:26][N:25]=1)=O.C([BH-](C(CC)C)C(CC)C)(CC)C.[Li+]. (2) Given the product [CH3:23][O:7][C:6](=[O:8])[C@@H:5]([NH:9][C:10]([O:12][CH2:13][C:14]1[CH:15]=[CH:16][CH:17]=[CH:18][CH:19]=1)=[O:11])[CH2:4][CH2:3][C:2](=[O:1])[CH3:20], predict the reactants needed to synthesize it. The reactants are: [O:1]=[C:2]([CH3:20])[CH2:3][CH2:4][C@H:5]([NH:9][C:10]([O:12][CH2:13][C:14]1[CH:19]=[CH:18][CH:17]=[CH:16][CH:15]=1)=[O:11])[C:6]([OH:8])=[O:7].[N+](=[CH2:23])=[N-]. (3) Given the product [Cl:24][C:25]1[C:30]([C:31]([NH:12][C:11]2[C:2]([CH3:1])=[CH:3][CH:4]=[C:5]3[C:10]=2[N:9]=[CH:8][N:7]=[C:6]3[NH:13][C:14]2[CH:19]=[CH:18][CH:17]=[C:16]([C:20]([F:23])([F:21])[F:22])[CH:15]=2)=[O:32])=[C:29]([F:34])[C:28]([CH2:35][NH:36][C:37](=[O:42])[C:38]([CH3:40])([CH3:39])[CH3:41])=[CH:27][CH:26]=1, predict the reactants needed to synthesize it. The reactants are: [CH3:1][C:2]1[C:11]([NH2:12])=[C:10]2[C:5]([C:6]([NH:13][C:14]3[CH:19]=[CH:18][CH:17]=[C:16]([C:20]([F:23])([F:22])[F:21])[CH:15]=3)=[N:7][CH:8]=[N:9]2)=[CH:4][CH:3]=1.[Cl:24][C:25]1[C:30]([C:31](O)=[O:32])=[C:29]([F:34])[C:28]([CH2:35][NH:36][C:37](=[O:42])[C:38]([CH3:41])([CH3:40])[CH3:39])=[CH:27][CH:26]=1.C(Cl)(=O)C(Cl)=O.CCN(C(C)C)C(C)C. (4) Given the product [Cl:1][C:2]1[CH:3]=[CH:4][C:5]([C:8]2[CH:13]=[CH:12][C:11]([NH:14][C:15](=[O:18])[C:16]#[C:17][C:20]3[CH:21]=[CH:22][C:23]([CH2:26][CH2:27][N:28]4[CH2:32][CH2:31][CH2:30][CH2:29]4)=[CH:24][CH:25]=3)=[CH:10][CH:9]=2)=[CH:6][CH:7]=1, predict the reactants needed to synthesize it. The reactants are: [Cl:1][C:2]1[CH:7]=[CH:6][C:5]([C:8]2[CH:13]=[CH:12][C:11]([NH:14][C:15](=[O:18])[C:16]#[CH:17])=[CH:10][CH:9]=2)=[CH:4][CH:3]=1.I[C:20]1[CH:25]=[CH:24][C:23]([CH2:26][CH2:27][N:28]2[CH2:32][CH2:31][CH2:30][CH2:29]2)=[CH:22][CH:21]=1. (5) Given the product [CH2:17]([NH:24][C:25](=[O:26])[NH:1][C:2]1[CH:16]=[CH:15][C:5]([CH2:6][NH:7][C:8](=[O:14])[O:9][C:10]([CH3:12])([CH3:13])[CH3:11])=[CH:4][CH:3]=1)[C:18]1[CH:23]=[CH:22][CH:21]=[CH:20][CH:19]=1, predict the reactants needed to synthesize it. The reactants are: [NH2:1][C:2]1[CH:16]=[CH:15][C:5]([CH2:6][NH:7][C:8](=[O:14])[O:9][C:10]([CH3:13])([CH3:12])[CH3:11])=[CH:4][CH:3]=1.[CH2:17]([N:24]=[C:25]=[O:26])[C:18]1[CH:23]=[CH:22][CH:21]=[CH:20][CH:19]=1.C(N(CC)CC)C. (6) Given the product [NH2:1][C:2]1[N:7]=[C:6]([N:8]2[C:16]3[C:11](=[CH:12][CH:13]=[C:14]([C:17]#[C:18][C:19]([CH3:22])([OH:21])[CH3:20])[CH:15]=3)[CH:10]=[N:9]2)[C:5]([C:34]2[CH:33]=[N:32][N:31]([CH3:24])[CH:35]=2)=[CH:4][N:3]=1, predict the reactants needed to synthesize it. The reactants are: [NH2:1][C:2]1[N:7]=[C:6]([N:8]2[C:16]3[C:11](=[CH:12][CH:13]=[C:14]([C:17]#[C:18][C:19]([CH3:22])([OH:21])[CH3:20])[CH:15]=3)[CH:10]=[N:9]2)[C:5](Br)=[CH:4][N:3]=1.[C:24]([N:31]1[CH:35]=[C:34](B2OC(C)(C)C(C)(C)O2)[CH:33]=[N:32]1)(OC(C)(C)C)=O. (7) Given the product [C:25]([O:28][C:29]([NH:2][CH2:1][C:3]1[CH:4]=[N:5][C:6]([CH:14]([F:16])[F:15])=[C:7]([CH:13]=1)[C:8]([O:10][CH2:11][CH3:12])=[O:9])=[O:30])([CH3:27])([CH3:26])[CH3:24], predict the reactants needed to synthesize it. The reactants are: [C:1]([C:3]1[CH:4]=[N:5][C:6]([CH:14]([F:16])[F:15])=[C:7]([CH:13]=1)[C:8]([O:10][CH2:11][CH3:12])=[O:9])#[N:2].CCN(CC)CC.[CH3:24][C:25]([O:28][C:29](O[C:29]([O:28][C:25]([CH3:27])([CH3:26])[CH3:24])=[O:30])=[O:30])([CH3:27])[CH3:26]. (8) Given the product [CH3:12][O:1][C:2]1[CH:10]=[CH:9][CH:8]=[C:7]2[C:3]=1[CH2:4][CH2:5][C:6]2=[O:11], predict the reactants needed to synthesize it. The reactants are: [OH:1][C:2]1[CH:10]=[CH:9][CH:8]=[C:7]2[C:3]=1[CH2:4][CH2:5][C:6]2=[O:11].[C:12]([O-])([O-])=O.[K+].[K+].IC.